This data is from PAMPA (Parallel Artificial Membrane Permeability Assay) permeability data from NCATS. The task is: Regression/Classification. Given a drug SMILES string, predict its absorption, distribution, metabolism, or excretion properties. Task type varies by dataset: regression for continuous measurements (e.g., permeability, clearance, half-life) or binary classification for categorical outcomes (e.g., BBB penetration, CYP inhibition). Dataset: pampa_ncats. (1) The compound is COC(=O)C1=C(C=CC(=C1)Cl)NC(=O)CSC2=NC=C(C(=O)N2)S(=O)(=O)C3=CC=C(C=C3)Br. The result is 1 (high permeability). (2) The compound is CC1=CN=C(N=C1NCC2=CC=C(C=C2)N3C=CN=N3)C4=CC=CC=C4C(C)(C)C. The result is 1 (high permeability). (3) The drug is CCOC1=C(C=C(C=C1)CCNC(=O)C2=CC3=C(N2CC4=CC=C(C=C4)N5C=NC=N5)C=CS3)OCC. The result is 1 (high permeability).